Dataset: Catalyst prediction with 721,799 reactions and 888 catalyst types from USPTO. Task: Predict which catalyst facilitates the given reaction. (1) Reactant: [Cl:1][C:2]1[C:9](F)=[N:8][CH:7]=[C:6]([Cl:11])[C:3]=1[C:4]#[N:5].[NH2:12][C:13]1[C:14]([CH3:19])=[CH:15][CH:16]=[CH:17][CH:18]=1. Product: [Cl:1][C:2]1[C:9]([NH:12][C:13]2[CH:18]=[CH:17][CH:16]=[CH:15][C:14]=2[CH3:19])=[N:8][CH:7]=[C:6]([Cl:11])[C:3]=1[C:4]#[N:5]. The catalyst class is: 13. (2) Reactant: [N:1]1[C:10]2[C:5](=[CH:6][CH:7]=[CH:8][CH:9]=2)[N:4]=[CH:3][C:2]=1[C:11]1[CH:12]=[C:13]([NH2:17])[CH:14]=[CH:15][CH:16]=1.[O:18]1[CH:22]=[CH:21][CH:20]=[C:19]1[C:23](Cl)=[O:24]. Product: [N:1]1[C:10]2[C:5](=[CH:6][CH:7]=[CH:8][CH:9]=2)[N:4]=[CH:3][C:2]=1[C:11]1[CH:12]=[C:13]([NH:17][C:23]([C:19]2[O:18][CH:22]=[CH:21][CH:20]=2)=[O:24])[CH:14]=[CH:15][CH:16]=1. The catalyst class is: 228. (3) Reactant: [CH2:1]([NH:3][C:4]([NH:6][C:7]1[N:12]=[CH:11][C:10]([C:13]2[CH:14]=[N:15][CH:16]=[C:17]([C:19]([O:21]CC)=[O:20])[CH:18]=2)=[C:9]([C:24]2[S:25][CH:26]=[C:27]([C:29]3[CH:34]=[CH:33][CH:32]=[CH:31][CH:30]=3)[N:28]=2)[CH:8]=1)=[O:5])[CH3:2].[Li+].[OH-].C(#N)C. Product: [CH2:1]([NH:3][C:4]([NH:6][C:7]1[N:12]=[CH:11][C:10]([C:13]2[CH:14]=[N:15][CH:16]=[C:17]([C:19]([OH:21])=[O:20])[CH:18]=2)=[C:9]([C:24]2[S:25][CH:26]=[C:27]([C:29]3[CH:34]=[CH:33][CH:32]=[CH:31][CH:30]=3)[N:28]=2)[CH:8]=1)=[O:5])[CH3:2]. The catalyst class is: 1. (4) Reactant: C(Cl)(=O)C(Cl)=O.CS(C)=O.FC(F)(F)C([O-])=O.[NH:18]1[CH2:22][CH2:21][N:20]=[C:19]1[C:23]1[C:35]2[C:34]3[C:29](=[CH:30][CH:31]=[CH:32][CH:33]=3)[C:28](=[O:36])[C:27]=2[CH:26]=[CH:25][CH:24]=1. Product: [NH:18]1[CH:22]=[CH:21][N:20]=[C:19]1[C:23]1[C:35]2[C:34]3[C:29](=[CH:30][CH:31]=[CH:32][CH:33]=3)[C:28](=[O:36])[C:27]=2[CH:26]=[CH:25][CH:24]=1. The catalyst class is: 884. (5) Reactant: [F:1][C:2]([F:7])([F:6])[C:3]([NH2:5])=[O:4].CC(C)([O-])C.[Na+].BrN1C(C)(C)C(=O)N(Br)C1=O.[F:25][C:26]1[CH:31]=[CH:30][C:29]([C:32]2[N:37]=[CH:36][N:35]=[C:34]([NH:38][C:39]3[CH:44]=[C:43]([CH2:45][S:46][CH3:47])[CH:42]=[C:41]([C:48]([F:51])([F:50])[F:49])[N:40]=3)[CH:33]=2)=[C:28]([O:52][CH3:53])[CH:27]=1.S([O-])([O-])=O.[Na+].[Na+]. Product: [F:1][C:2]([F:7])([F:6])[C:3]([N:5]=[S:46]([CH2:45][C:43]1[CH:42]=[C:41]([C:48]([F:49])([F:50])[F:51])[N:40]=[C:39]([NH:38][C:34]2[CH:33]=[C:32]([C:29]3[CH:30]=[CH:31][C:26]([F:25])=[CH:27][C:28]=3[O:52][CH3:53])[N:37]=[CH:36][N:35]=2)[CH:44]=1)[CH3:47])=[O:4]. The catalyst class is: 182. (6) Reactant: [NH2:1][C:2]1[C:7]([F:8])=[CH:6][N:5]=[C:4]([OH:9])[N:3]=1.[Cl:10][C:11]1[CH:16]=[CH:15][C:14]([S:17](Cl)(=[O:19])=[O:18])=[CH:13][CH:12]=1. Product: [NH2:1][C:2]1[C:7]([F:8])=[CH:6][N:5]([S:17]([C:14]2[CH:15]=[CH:16][C:11]([Cl:10])=[CH:12][CH:13]=2)(=[O:19])=[O:18])[C:4](=[O:9])[N:3]=1. The catalyst class is: 10. (7) Reactant: C(OC([N:8]1[CH2:12][C@@H:11]([CH2:13][N:14]([CH:31]([CH3:33])[CH3:32])[C:15](=[O:30])[C:16]2[CH:21]=[CH:20][C:19]([O:22][CH3:23])=[C:18]([O:24][CH2:25][CH2:26][CH2:27][O:28][CH3:29])[CH:17]=2)[C@H:10]([OH:34])[CH2:9]1)=O)(C)(C)C.BrC[C:37]1[C:46]2[C:41](=[CH:42][CH:43]=[CH:44][CH:45]=2)[CH:40]=[CH:39][CH:38]=1.[CH3:47]C#N.O. Product: [CH:31]([N:14]([CH2:13][C@H:11]1[C@H:10]([O:34][CH2:47][C:39]2[CH:38]=[CH:37][C:46]3[C:41](=[CH:42][CH:43]=[CH:44][CH:45]=3)[CH:40]=2)[CH2:9][NH:8][CH2:12]1)[C:15](=[O:30])[C:16]1[CH:21]=[CH:20][C:19]([O:22][CH3:23])=[C:18]([O:24][CH2:25][CH2:26][CH2:27][O:28][CH3:29])[CH:17]=1)([CH3:32])[CH3:33]. The catalyst class is: 578. (8) Reactant: [NH2:1][C:2]1[CH:7]=[CH:6][N:5]([C@H:8]2[O:12][C@@H:11]([CH2:13][O:14]C(=O)C3C=CC=CC=3)[S:10][CH2:9]2)[C:4](=[O:23])[N:3]=1. Product: [NH2:1][C:2]1[CH:7]=[CH:6][N:5]([C@H:8]2[O:12][C@@H:11]([CH2:13][OH:14])[S:10][CH2:9]2)[C:4](=[O:23])[N:3]=1. The catalyst class is: 5. (9) Reactant: [CH3:1][O:2][C:3](=[O:24])[C:4]1[CH:9]=[CH:8][C:7]([CH:10]([C:12]2[CH:17]=[CH:16][N:15]=[CH:14][CH:13]=2)[OH:11])=[CH:6][C:5]=1[C:18]1[CH:23]=[CH:22][CH:21]=[CH:20][CH:19]=1.C(N(C(C)C)CC)(C)C.O([Si:42]([C:45]([CH3:48])([CH3:47])[CH3:46])([CH3:44])[CH3:43])S(C(F)(F)F)(=O)=O.[O-]S(C(F)(F)F)(=O)=O. Product: [CH3:1][O:2][C:3](=[O:24])[C:4]1[CH:9]=[CH:8][C:7]([CH:10]([C:12]2[CH:13]=[CH:14][N:15]=[CH:16][CH:17]=2)[O:11][Si:42]([C:45]([CH3:48])([CH3:47])[CH3:46])([CH3:44])[CH3:43])=[CH:6][C:5]=1[C:18]1[CH:23]=[CH:22][CH:21]=[CH:20][CH:19]=1. The catalyst class is: 2. (10) Reactant: [CH2:1]([O:3][C:4](=[O:21])[NH:5][C@@H:6]([C:11]1[CH:16]=[CH:15][CH:14]=[C:13]([C:17]([F:20])([F:19])[F:18])[CH:12]=1)[CH2:7][N:8]=[N+]=[N-])[CH3:2]. Product: [CH2:1]([O:3][C:4](=[O:21])[NH:5][C@@H:6]([C:11]1[CH:16]=[CH:15][CH:14]=[C:13]([C:17]([F:19])([F:18])[F:20])[CH:12]=1)[CH2:7][NH2:8])[CH3:2]. The catalyst class is: 50.